This data is from Full USPTO retrosynthesis dataset with 1.9M reactions from patents (1976-2016). The task is: Predict the reactants needed to synthesize the given product. The reactants are: COC1C=CC(C[N:8](CC2C=CC(OC)=CC=2)[S:9]([C@@H:12]([C@@H:14]([CH3:18])[CH2:15][CH:16]=[CH2:17])[CH3:13])(=[O:11])=[O:10])=CC=1.COC1C=CC(C[N:37](CC2C=CC(OC)=CC=2)[S:38]([C@H:41]([C@@H:43]([CH3:47])[CH2:44][CH:45]=[CH2:46])[CH3:42])(=[O:40])=[O:39])=CC=1. Given the product [CH3:18][C@@H:14]([CH2:15][CH:16]=[CH2:17])[C@H:12]([S:9]([NH2:8])(=[O:11])=[O:10])[CH3:13].[CH3:47][C@@H:43]([CH2:44][CH:45]=[CH2:46])[C@@H:41]([S:38]([NH2:37])(=[O:40])=[O:39])[CH3:42], predict the reactants needed to synthesize it.